Dataset: NCI-60 drug combinations with 297,098 pairs across 59 cell lines. Task: Regression. Given two drug SMILES strings and cell line genomic features, predict the synergy score measuring deviation from expected non-interaction effect. (1) Drug 1: CC1OCC2C(O1)C(C(C(O2)OC3C4COC(=O)C4C(C5=CC6=C(C=C35)OCO6)C7=CC(=C(C(=C7)OC)O)OC)O)O. Drug 2: CCN(CC)CCNC(=O)C1=C(NC(=C1C)C=C2C3=C(C=CC(=C3)F)NC2=O)C. Cell line: HCT116. Synergy scores: CSS=51.6, Synergy_ZIP=-3.88, Synergy_Bliss=-5.47, Synergy_Loewe=-10.1, Synergy_HSA=-5.10. (2) Drug 1: C1=CC(=CC=C1C#N)C(C2=CC=C(C=C2)C#N)N3C=NC=N3. Drug 2: CC1=C(C(CCC1)(C)C)C=CC(=CC=CC(=CC(=O)O)C)C. Cell line: KM12. Synergy scores: CSS=-1.42, Synergy_ZIP=0.881, Synergy_Bliss=-2.66, Synergy_Loewe=-2.35, Synergy_HSA=-4.51. (3) Drug 1: COC1=CC(=CC(=C1O)OC)C2C3C(COC3=O)C(C4=CC5=C(C=C24)OCO5)OC6C(C(C7C(O6)COC(O7)C8=CC=CS8)O)O. Drug 2: CN(CC1=CN=C2C(=N1)C(=NC(=N2)N)N)C3=CC=C(C=C3)C(=O)NC(CCC(=O)O)C(=O)O. Cell line: MALME-3M. Synergy scores: CSS=10.3, Synergy_ZIP=-5.67, Synergy_Bliss=-0.644, Synergy_Loewe=-4.59, Synergy_HSA=-2.06. (4) Cell line: SK-OV-3. Synergy scores: CSS=63.2, Synergy_ZIP=1.99, Synergy_Bliss=3.47, Synergy_Loewe=2.00, Synergy_HSA=7.74. Drug 2: COCCOC1=C(C=C2C(=C1)C(=NC=N2)NC3=CC=CC(=C3)C#C)OCCOC. Drug 1: C1=C(C(=O)NC(=O)N1)F. (5) Drug 1: CC=C1C(=O)NC(C(=O)OC2CC(=O)NC(C(=O)NC(CSSCCC=C2)C(=O)N1)C(C)C)C(C)C. Drug 2: C1=NNC2=C1C(=O)NC=N2. Cell line: ACHN. Synergy scores: CSS=15.8, Synergy_ZIP=-0.569, Synergy_Bliss=7.56, Synergy_Loewe=-20.7, Synergy_HSA=5.18. (6) Cell line: OVCAR-4. Drug 2: CC1=C2C(C(=O)C3(C(CC4C(C3C(C(C2(C)C)(CC1OC(=O)C(C(C5=CC=CC=C5)NC(=O)OC(C)(C)C)O)O)OC(=O)C6=CC=CC=C6)(CO4)OC(=O)C)O)C)O. Drug 1: C1=CC(=CC=C1CC(C(=O)O)N)N(CCCl)CCCl.Cl. Synergy scores: CSS=7.34, Synergy_ZIP=-5.27, Synergy_Bliss=-3.51, Synergy_Loewe=-31.5, Synergy_HSA=-6.68.